Dataset: Full USPTO retrosynthesis dataset with 1.9M reactions from patents (1976-2016). Task: Predict the reactants needed to synthesize the given product. (1) Given the product [CH3:29][N:30]1[C:2]([C:12]2[CH:17]=[CH:16][CH:15]=[CH:14][CH:13]=2)=[C:3]([C:6]2[CH:11]=[CH:10][CH:9]=[CH:8][CH:7]=2)[CH:4]=[N:33][C:31]1=[O:32], predict the reactants needed to synthesize it. The reactants are: O/[C:2](/[C:12]1[CH:17]=[CH:16][CH:15]=[CH:14][CH:13]=1)=[C:3](/[C:6]1[CH:11]=[CH:10][CH:9]=[CH:8][CH:7]=1)\[CH:4]=O.CC1C=CC(S(O)(=O)=O)=CC=1.[CH3:29][NH:30][C:31]([NH2:33])=[O:32].C(OCC)C. (2) Given the product [Cl:1][C:2]1[CH:7]=[CH:6][C:5]([OH:8])=[C:4]([CH2:15][C:14]2[CH:17]=[CH:18][C:11]([CH2:9][CH3:10])=[CH:12][CH:13]=2)[CH:3]=1, predict the reactants needed to synthesize it. The reactants are: [Cl:1][C:2]1[CH:7]=[CH:6][C:5]([OH:8])=[CH:4][CH:3]=1.[CH2:9]([C:11]1[CH:18]=[CH:17][C:14]([CH2:15]O)=[CH:13][CH:12]=1)[CH3:10].CS(O)(=O)=O. (3) Given the product [F:24][C:7]1[CH:2]=[C:3]([S:8]([NH:11][C@H:12]([CH2:16][C:17]2[CH:22]=[CH:21][C:20]([OH:23])=[CH:19][CH:18]=2)[C:13]([OH:15])=[O:14])(=[O:10])=[O:9])[CH:4]=[CH:5][CH:6]=1, predict the reactants needed to synthesize it. The reactants are: F[C:2]1[CH:7]=[CH:6][CH:5]=[CH:4][C:3]=1[S:8]([NH:11][C@H:12]([CH2:16][C:17]1[CH:22]=[CH:21][C:20]([OH:23])=[CH:19][CH:18]=1)[C:13]([OH:15])=[O:14])(=[O:10])=[O:9].[F:24]C1C=CC=CC=1S(Cl)(=O)=O. (4) Given the product [C:24]([O-:26])(=[O:25])[CH3:23].[NH4+:11].[CH:1]12[CH2:8][CH:7]3[CH2:6][CH:5]([CH2:4][CH:3]([CH2:9]3)[CH:2]1[NH:11][C:12](=[O:13])[C@@H:14]1[CH2:18][CH2:17][CH2:16][N:15]1[CH2:19][C:20]1[CH:28]=[CH:27][C:23]([C:24]([NH2:39])=[O:25])=[CH:22][CH:21]=1)[CH2:10]2, predict the reactants needed to synthesize it. The reactants are: [CH:1]12[CH2:10][CH:5]3[CH2:6][CH:7]([CH2:9][CH:3]([CH2:4]3)[CH:2]1[NH:11][C:12]([CH:14]1[CH2:18][CH2:17][CH2:16][N:15]1[CH2:19][C:20]1[CH:28]=[CH:27][C:23]([C:24]([OH:26])=[O:25])=[CH:22][CH:21]=1)=[O:13])[CH2:8]2.C(Cl)(=O)C(Cl)=O.S(Cl)(Cl)=O.[NH3:39].O1CCOCC1. (5) Given the product [C:20]([C:18]1[CH:17]=[CH:16][C:15]([CH:22]2[C:27]([C:28]#[N:29])=[C:26]([CH3:30])[N:25]([C:31]3[CH:36]=[CH:35][CH:34]=[C:33]([C:37]([F:38])([F:39])[F:40])[CH:32]=3)[C:24](=[O:41])[NH:23]2)=[C:14]([S:11]([CH2:10][CH2:9][OH:8])(=[O:13])=[O:12])[CH:19]=1)#[N:21], predict the reactants needed to synthesize it. The reactants are: [Si]([O:8][CH2:9][CH2:10][S:11]([C:14]1[CH:19]=[C:18]([C:20]#[N:21])[CH:17]=[CH:16][C:15]=1[CH:22]1[C:27]([C:28]#[N:29])=[C:26]([CH3:30])[N:25]([C:31]2[CH:36]=[CH:35][CH:34]=[C:33]([C:37]([F:40])([F:39])[F:38])[CH:32]=2)[C:24](=[O:41])[NH:23]1)(=[O:13])=[O:12])(C(C)(C)C)(C)C.FC(F)(F)C(O)=O.C(#N)C.O. (6) Given the product [Br:15][C:8]1[C:6]2[N:7]=[C:2]([Cl:1])[N:3]=[C:4]([CH2:11][CH2:12][CH2:13][NH2:14])[C:5]=2[S:10][CH:9]=1, predict the reactants needed to synthesize it. The reactants are: [Cl:1][C:2]1[N:3]=[C:4]([CH2:11][CH2:12][CH2:13][NH2:14])[C:5]2[S:10][CH:9]=[CH:8][C:6]=2[N:7]=1.[Br:15]N1C(=O)CCC1=O.